Predict which catalyst facilitates the given reaction. From a dataset of Catalyst prediction with 721,799 reactions and 888 catalyst types from USPTO. (1) Reactant: Cl.[Br:2][C:3]1[CH:8]=[C:7]([CH:9]([CH3:11])[CH3:10])[CH:6]=[CH:5][C:4]=1[NH:12][C:13]([NH2:15])=[NH:14].[C:16]([CH:19]1[CH2:24][CH2:23][O:22][C:20]1=[O:21])(=O)[CH3:17].C(N(CC)CC)C. Product: [Br:2][C:3]1[CH:8]=[C:7]([CH:9]([CH3:11])[CH3:10])[CH:6]=[CH:5][C:4]=1[NH:12][C:13]1[NH:15][C:20](=[O:21])[C:19]([CH2:24][CH2:23][OH:22])=[C:16]([CH3:17])[N:14]=1. The catalyst class is: 8. (2) Reactant: Cl[C:2]1[C:3](=[O:18])[N:4]([CH2:14][CH2:15][O:16][CH3:17])[C:5](=[O:13])[C:6]=1[C:7]1[CH:12]=[CH:11][CH:10]=[CH:9][CH:8]=1.[CH3:19][O:20][C:21]1[CH:27]=[CH:26][C:24]([NH2:25])=[CH:23][CH:22]=1. Product: [CH3:17][O:16][CH2:15][CH2:14][N:4]1[C:5](=[O:13])[C:6]([C:7]2[CH:12]=[CH:11][CH:10]=[CH:9][CH:8]=2)=[C:2]([NH:25][C:24]2[CH:26]=[CH:27][C:21]([O:20][CH3:19])=[CH:22][CH:23]=2)[C:3]1=[O:18]. The catalyst class is: 3. (3) Reactant: O.[Br-].[N+:3]([C:6]1[CH:31]=[CH:30][CH:29]=[CH:28][C:7]=1[CH2:8][P+](C1C=CC=CC=1)(C1C=CC=CC=1)C1C=CC=CC=1)([O-:5])=[O:4].C(=O)([O-])[O-].[K+].[K+].C1OCCOCCOCCOCCOCCOC1.[CH:56]([C@H:58]1[N:63]([C:64]([O:66][C:67]([CH3:70])([CH3:69])[CH3:68])=[O:65])[CH2:62][C@@H:61]([CH2:71][CH2:72][C:73]2[CH:78]=[CH:77][CH:76]=[CH:75][C:74]=2[NH:79][C:80](=[O:100])[C@@H:81]([NH:95][C:96]([O:98][CH3:99])=[O:97])[CH:82]([C:89]2[CH:94]=[CH:93][CH:92]=[CH:91][CH:90]=2)[C:83]2[CH:88]=[CH:87][CH:86]=[CH:85][CH:84]=2)[O:60][CH2:59]1)=O. Product: [CH3:99][O:98][C:96]([NH:95][C@@H:81]([CH:82]([C:83]1[CH:84]=[CH:85][CH:86]=[CH:87][CH:88]=1)[C:89]1[CH:94]=[CH:93][CH:92]=[CH:91][CH:90]=1)[C:80]([NH:79][C:74]1[CH:75]=[CH:76][CH:77]=[CH:78][C:73]=1[CH2:72][CH2:71][C@H:61]1[O:60][CH2:59][C@@H:58]([CH:56]=[CH:8][C:7]2[CH:28]=[CH:29][CH:30]=[CH:31][C:6]=2[N+:3]([O-:5])=[O:4])[N:63]([C:64]([O:66][C:67]([CH3:68])([CH3:70])[CH3:69])=[O:65])[CH2:62]1)=[O:100])=[O:97]. The catalyst class is: 57. (4) Product: [CH3:32][O:31][C:29](=[O:30])[C:5]1[CH:4]=[C:3]([Br:2])[CH:28]=[CH:27][C:6]=1[CH:7]=[CH:49][C:48]1[CH:51]=[CH:52][CH:53]=[C:46]([O:45][CH3:44])[C:47]=1[CH3:54]. Reactant: [Br-].[Br:2][C:3]1[CH:28]=[CH:27][C:6]([CH2:7][P+](C2C=CC=CC=2)(C2C=CC=CC=2)C2C=CC=CC=2)=[C:5]([C:29]([O:31][CH3:32])=[O:30])[CH:4]=1.C1CCN2C(=NCCC2)CC1.[CH3:44][O:45][C:46]1[C:47]([CH3:54])=[C:48]([CH:51]=[CH:52][CH:53]=1)[CH:49]=O. The catalyst class is: 10. (5) Reactant: C[O:2][C:3]1[CH:4]=[C:5](B2OC(C)(C)C(C)(C)O2)[CH:6]=[C:7]2[C:12]=1[O:11][CH:10]([C:13]([F:16])([F:15])[F:14])[C:9]([C:17]([O:19][CH2:20][CH3:21])=[O:18])=[CH:8]2.OO.[OH-].[Na+].Cl.[CH2:36]1COCC1. Product: [OH:2][C:3]1[CH:12]=[C:7]2[C:6](=[C:5]([CH3:36])[CH:4]=1)[O:11][CH:10]([C:13]([F:15])([F:14])[F:16])[C:9]([C:17]([O:19][CH2:20][CH3:21])=[O:18])=[CH:8]2. The catalyst class is: 6. (6) Product: [CH3:23][O:3][CH2:4][C:5]([CH3:22])([CH3:21])[CH2:6][C@H:7]1[CH2:11][O:10][C:9]([CH3:13])([CH3:12])[N:8]1[C:14]([O:16][C:17]([CH3:20])([CH3:19])[CH3:18])=[O:15]. Reactant: [H-].[Na+].[OH:3][CH2:4][C:5]([CH3:22])([CH3:21])[CH2:6][C@H:7]1[CH2:11][O:10][C:9]([CH3:13])([CH3:12])[N:8]1[C:14]([O:16][C:17]([CH3:20])([CH3:19])[CH3:18])=[O:15].[CH3:23]I. The catalyst class is: 3. (7) Reactant: [F:1][C:2]([F:13])([F:12])[C:3](O[C:3](=O)[C:2]([F:13])([F:12])[F:1])=O.[Br:14][C:15]1[CH:16]=[N:17][CH:18]=[C:19]([CH:24]=1)[C:20]([NH:22][NH2:23])=[O:21]. Product: [Br:14][C:15]1[CH:24]=[C:19]([C:20]2[O:21][C:3]([C:2]([F:13])([F:12])[F:1])=[N:23][N:22]=2)[CH:18]=[N:17][CH:16]=1. The catalyst class is: 11. (8) Reactant: [CH3:1][C:2]1[CH:6]=[C:5]([NH2:7])[N:4]([C:8]2[CH:13]=[CH:12][CH:11]=[CH:10][CH:9]=2)[N:3]=1.[Br:14][C:15]1[CH:20]=[CH:19][C:18]([C:21](=O)[CH2:22][C:23](OCC)=[O:24])=[CH:17][CH:16]=1. Product: [Br:14][C:15]1[CH:16]=[CH:17][C:18]([C:21]2[NH:7][C:5]3[N:4]([C:8]4[CH:9]=[CH:10][CH:11]=[CH:12][CH:13]=4)[N:3]=[C:2]([CH3:1])[C:6]=3[C:23](=[O:24])[CH:22]=2)=[CH:19][CH:20]=1. The catalyst class is: 13.